Dataset: Reaction yield outcomes from USPTO patents with 853,638 reactions. Task: Predict the reaction yield, written as a fraction of the theoretical maximum amount of product (1.0 means a 100% yield; for example, 0.34 means a 34% yield). (1) The reactants are [F:1][C:2]1[CH:7]=[CH:6][C:5]([C:8]2[S:12][CH:11]=[N:10][CH:9]=2)=[CH:4][CH:3]=1.[Li]CCCC.[N:18]1[CH:23]=[CH:22][C:21]([C:24](=[O:26])[CH3:25])=[CH:20][CH:19]=1. The catalyst is C1COCC1. The product is [F:1][C:2]1[CH:3]=[CH:4][C:5]([C:8]2[S:12][C:11]([C:24]([C:21]3[CH:22]=[CH:23][N:18]=[CH:19][CH:20]=3)([OH:26])[CH3:25])=[N:10][CH:9]=2)=[CH:6][CH:7]=1. The yield is 0.220. (2) The reactants are Cl[C:2]1[C:7]([CH:8]=[O:9])=[C:6]([NH:10][C:11]2[CH:16]=[CH:15][CH:14]=[CH:13][C:12]=2[Cl:17])[N:5]=[C:4]([S:18][CH3:19])[N:3]=1.[H-].[Na+].[C:22]1([OH:28])[CH:27]=[CH:26][CH:25]=[CH:24][CH:23]=1. The catalyst is CS(C)=O. The product is [Cl:17][C:12]1[CH:13]=[CH:14][CH:15]=[CH:16][C:11]=1[NH:10][C:6]1[C:7]([CH:8]=[O:9])=[C:2]([O:28][C:22]2[CH:27]=[CH:26][CH:25]=[CH:24][CH:23]=2)[N:3]=[C:4]([S:18][CH3:19])[N:5]=1. The yield is 0.450. (3) The reactants are Cl[CH2:2][CH2:3][N:4]1[CH2:9][CH2:8][CH:7]([C:10]([O:12][CH2:13][CH3:14])=[O:11])[CH2:6][CH2:5]1.[Li+].CC([N-]C(C)C)C. The catalyst is C1COCC1. The product is [N:4]12[CH2:9][CH2:8][C:7]([C:10]([O:12][CH2:13][CH3:14])=[O:11])([CH2:6][CH2:5]1)[CH2:2][CH2:3]2. The yield is 0.957. (4) The reactants are [F:1][C:2]1[CH:3]=[CH:4][CH:5]=[C:6]2[C:11]=1[N:10]=[C:9]([C:12]1[CH:17]=[CH:16][CH:15]=[CH:14][C:13]=1[S:18]([CH3:21])(=[O:20])=[O:19])[C:8]([C@@H:22]([N:24]1C(=O)C3C(=CC=CC=3)C1=O)[CH3:23])=[CH:7]2.O.NN.CCO. The catalyst is CCOC(C)=O. The product is [F:1][C:2]1[CH:3]=[CH:4][CH:5]=[C:6]2[C:11]=1[N:10]=[C:9]([C:12]1[CH:17]=[CH:16][CH:15]=[CH:14][C:13]=1[S:18]([CH3:21])(=[O:19])=[O:20])[C:8]([C@@H:22]([NH2:24])[CH3:23])=[CH:7]2. The yield is 0.920.